This data is from Drug-induced liver injury (DILI) classification data. The task is: Regression/Classification. Given a drug SMILES string, predict its toxicity properties. Task type varies by dataset: regression for continuous values (e.g., LD50, hERG inhibition percentage) or binary classification for toxic/non-toxic outcomes (e.g., AMES mutagenicity, cardiotoxicity, hepatotoxicity). Dataset: dili. (1) The drug is COc1ccccc1Oc1c(NS(=O)(=O)c2ccc(C(C)(C)C)cc2)nc(-c2ncccn2)nc1OCCO. The result is 1 (causes liver injury). (2) The drug is O=C(O)c1cn(C2CC2)c2cc(N3CCNCC3)c(F)cc2c1=O. The result is 1 (causes liver injury). (3) The molecule is Nc1c2c(nc3ccccc13)CCCC2. The result is 0 (no liver injury). (4) The compound is COc1ccc(OC)c(C(O)C(C)N)c1. The result is 0 (no liver injury). (5) The compound is [Cl-].[Na+]. The result is 0 (no liver injury). (6) The compound is O=C(NC(CO)C(O)c1ccc([N+](=O)[O-])cc1)C(Cl)Cl. The result is 0 (no liver injury). (7) The molecule is Cc1cccc(CN2CCN(C(c3ccccc3)c3ccc(Cl)cc3)CC2)c1. The result is 0 (no liver injury).